Dataset: Full USPTO retrosynthesis dataset with 1.9M reactions from patents (1976-2016). Task: Predict the reactants needed to synthesize the given product. (1) The reactants are: [H-].[Na+].[CH3:3][N:4]1[CH2:8][CH2:7][NH:6][S:5]1(=[O:10])=[O:9].Br[C:12]1[N:17]=[C:16]([CH3:18])[C:15]([Br:19])=[CH:14][N:13]=1.C(O)(=O)CC(CC(O)=O)(C(O)=O)O. Given the product [Br:19][C:15]1[C:16]([CH3:18])=[N:17][C:12]([N:6]2[CH2:7][CH2:8][N:4]([CH3:3])[S:5]2(=[O:10])=[O:9])=[N:13][CH:14]=1, predict the reactants needed to synthesize it. (2) Given the product [CH2:21]([N:8]([CH2:1][C:2]1[CH:3]=[CH:4][CH:5]=[CH:6][CH:7]=1)[CH:9]([CH3:20])[CH:10]([C:12]1([C:15]([O:17][CH2:18][CH3:19])=[O:16])[CH2:13][CH2:14]1)[OH:11])[C:22]1[CH:23]=[CH:24][CH:25]=[CH:26][CH:27]=1, predict the reactants needed to synthesize it. The reactants are: [CH2:1]([N:8]([CH2:21][C:22]1[CH:27]=[CH:26][CH:25]=[CH:24][CH:23]=1)[CH:9]([CH3:20])[C:10]([C:12]1([C:15]([O:17][CH2:18][CH3:19])=[O:16])[CH2:14][CH2:13]1)=[O:11])[C:2]1[CH:7]=[CH:6][CH:5]=[CH:4][CH:3]=1.[BH4-].[Na+].O. (3) The reactants are: [CH3:1][O:2][C:3]1[CH:4]=[C:5]2[C:9](=[CH:10][CH:11]=1)[NH:8][C:7]([C:12]([OH:14])=[O:13])=[CH:6]2.C(N(CC)CC)C.[CH3:22][O:23][C:24]1[CH:32]=[CH:31][C:27]([C:28](Cl)=[O:29])=[CH:26][CH:25]=1. Given the product [CH3:1][O:2][C:3]1[CH:4]=[C:5]2[C:9](=[CH:10][CH:11]=1)[N:8]([C:28](=[O:29])[C:27]1[CH:31]=[CH:32][C:24]([O:23][CH3:22])=[CH:25][CH:26]=1)[C:7]([C:12]([OH:14])=[O:13])=[CH:6]2, predict the reactants needed to synthesize it. (4) The reactants are: [N:1]([C:8](OC(C)(C)C)=O)([CH3:7])[C@H:2]([C:4](O)=[O:5])[CH3:3].CCN=C=NCCCN(C)C.[CH2:26]([NH:34][C:35]([C@@H:37]1[CH2:41][CH2:40][C@H:39]([CH2:42][CH:43]=[CH2:44])[N:38]1[C:45](=[O:51])[C@@H:46]([NH2:50])[CH2:47][CH:48]=[CH2:49])=[O:36])[CH2:27][C:28]1[CH:33]=[CH:32][CH:31]=[CH:30][CH:29]=1. Given the product [CH2:26]([NH:34][C:35]([C@@H:37]1[CH2:41][CH2:40][C@H:39]([CH2:42][CH:43]=[CH2:44])[N:38]1[C:45](=[O:51])[C@@H:46]([NH:50][C:4](=[O:5])[C@@H:2]([N:1]([CH3:8])[CH3:7])[CH3:3])[CH2:47][CH:48]=[CH2:49])=[O:36])[CH2:27][C:28]1[CH:29]=[CH:30][CH:31]=[CH:32][CH:33]=1, predict the reactants needed to synthesize it. (5) Given the product [NH:22]([C:50]([O:52][C:53]([CH3:56])([CH3:55])[CH3:54])=[O:51])[C@H:23]([C:39]([NH:41][C@H:42]([C:47]([NH:1][C@H:2]([C:13]([NH:15][C:16]1[CH:21]=[CH:20][CH:19]=[CH:18][CH:17]=1)=[O:14])[CH2:3][C:4]1[C:12]2[C:7](=[CH:8][CH:9]=[CH:10][CH:11]=2)[NH:6][CH:5]=1)=[O:48])[CH2:43][C:44](=[O:46])[NH2:45])=[O:40])[CH2:24][C:25]1[CH:30]=[CH:29][C:28]([O:31][CH2:32][C:33]2[CH:38]=[CH:37][CH:36]=[CH:35][CH:34]=2)=[CH:27][CH:26]=1, predict the reactants needed to synthesize it. The reactants are: [NH2:1][C@H:2]([C:13]([NH:15][C:16]1[CH:21]=[CH:20][CH:19]=[CH:18][CH:17]=1)=[O:14])[CH2:3][C:4]1[C:12]2[C:7](=[CH:8][CH:9]=[CH:10][CH:11]=2)[NH:6][CH:5]=1.[NH:22]([C:50]([O:52][C:53]([CH3:56])([CH3:55])[CH3:54])=[O:51])[C@H:23]([C:39]([NH:41][C@H:42]([C:47](O)=[O:48])[CH2:43][C:44](=[O:46])[NH2:45])=[O:40])[CH2:24][C:25]1[CH:30]=[CH:29][C:28]([O:31][CH2:32][C:33]2[CH:38]=[CH:37][CH:36]=[CH:35][CH:34]=2)=[CH:27][CH:26]=1.C(Cl)CCl.C1C=CC2N(O)N=NC=2C=1. (6) Given the product [CH2:13]([N:20]([C:2]1[C:7]([Cl:8])=[CH:6][C:5]([C:9]([F:12])([F:11])[F:10])=[CH:4][N:3]=1)[S:21]([C:24]1[CH:25]=[CH:26][C:27]([O:30][CH3:31])=[CH:28][CH:29]=1)(=[O:23])=[O:22])[C:14]1[CH:19]=[CH:18][CH:17]=[CH:16][CH:15]=1, predict the reactants needed to synthesize it. The reactants are: Cl[C:2]1[C:7]([Cl:8])=[CH:6][C:5]([C:9]([F:12])([F:11])[F:10])=[CH:4][N:3]=1.[CH2:13]([NH:20][S:21]([C:24]1[CH:29]=[CH:28][C:27]([O:30][CH3:31])=[CH:26][CH:25]=1)(=[O:23])=[O:22])[C:14]1[CH:19]=[CH:18][CH:17]=[CH:16][CH:15]=1.